This data is from Catalyst prediction with 721,799 reactions and 888 catalyst types from USPTO. The task is: Predict which catalyst facilitates the given reaction. Reactant: [C:1](=O)([O-])[O-].[K+].[K+].CC(C)=O.[CH3:11][C:12]1([CH3:30])[C:16]([CH3:18])([CH3:17])[O:15][B:14]([C:19]2[CH:20]=[C:21]([NH:25][S:26]([CH3:29])(=[O:28])=[O:27])[CH:22]=[CH:23][CH:24]=2)[O:13]1.IC. Product: [CH3:1][N:25]([C:21]1[CH:22]=[CH:23][CH:24]=[C:19]([B:14]2[O:13][C:12]([CH3:30])([CH3:11])[C:16]([CH3:17])([CH3:18])[O:15]2)[CH:20]=1)[S:26]([CH3:29])(=[O:28])=[O:27]. The catalyst class is: 4.